From a dataset of Full USPTO retrosynthesis dataset with 1.9M reactions from patents (1976-2016). Predict the reactants needed to synthesize the given product. (1) Given the product [Cl:27][C:14]1[N:10]([CH2:9][C:8]2[CH:21]=[CH:22][CH:23]=[CH:24][C:7]=2[F:6])[N:11]=[C:12]([C:16]([O:18][CH2:19][CH3:20])=[O:17])[C:13]=1[CH:3]=[O:4], predict the reactants needed to synthesize it. The reactants are: CN(C)[CH:3]=[O:4].[F:6][C:7]1[CH:24]=[CH:23][CH:22]=[CH:21][C:8]=1[CH2:9][N:10]1[C:14](=O)[CH2:13][C:12]([C:16]([O:18][CH2:19][CH3:20])=[O:17])=[N:11]1.P(Cl)(Cl)([Cl:27])=O. (2) The reactants are: [C:1]([C:3]1[C:4]([N:16]2[CH2:19][CH:18]([C:20](O)=[O:21])[CH2:17]2)=[N:5][C:6]([O:14][CH3:15])=[C:7]([C:9]([O:11][CH2:12][CH3:13])=[O:10])[CH:8]=1)#[N:2].[F:23][C:24]1[CH:29]=[C:28]([F:30])[CH:27]=[CH:26][C:25]=1[CH2:31][S:32]([NH2:35])(=[O:34])=[O:33]. Given the product [CH2:12]([O:11][C:9](=[O:10])[C:7]1[CH:8]=[C:3]([C:1]#[N:2])[C:4]([N:16]2[CH2:19][CH:18]([C:20](=[O:21])[NH:35][S:32]([CH2:31][C:25]3[CH:26]=[CH:27][C:28]([F:30])=[CH:29][C:24]=3[F:23])(=[O:33])=[O:34])[CH2:17]2)=[N:5][C:6]=1[O:14][CH3:15])[CH3:13], predict the reactants needed to synthesize it. (3) Given the product [CH:15]([CH:13]1[CH2:14][CH2:9][C:10]2[N:5]=[C:3]([NH:2][C:1]([NH2:7])=[NH:6])[S:4][C:11]=2[CH2:12]1)([CH3:17])[CH3:16], predict the reactants needed to synthesize it. The reactants are: [C:1]([NH2:7])([NH2:6])=[N:2][C:3]([NH2:5])=[S:4].Br[CH:9]1[CH2:14][CH:13]([CH:15]([CH3:17])[CH3:16])[CH2:12][CH2:11][C:10]1=O.C(OCC)(=O)C.